This data is from Forward reaction prediction with 1.9M reactions from USPTO patents (1976-2016). The task is: Predict the product of the given reaction. (1) The product is: [CH:38]1([C@@H:36]([N:8]([CH2:1][C:78]2[CH:79]=[N:80][C:75]([O:46][CH3:45])=[CH:76][CH:77]=2)[C:9](=[O:35])[CH2:10][N:11]2[C:32](=[O:33])[C@:14]3([C:22]4[C:17](=[CH:18][CH:19]=[CH:20][CH:21]=4)[CH2:16][CH2:15]3)[NH:13][C:12]2=[O:34])[CH3:37])[CH2:39][CH2:40]1. Given the reactants [CH2:1]([N:8]([CH:36]([CH:38]1[CH2:40][CH2:39]1)[CH3:37])[C:9](=[O:35])[CH2:10][N:11]1[C:32](=[O:33])[C@:14]2([C:22]3[C:17](=[CH:18][C:19](NC(C4C=NOC=4C)=O)=[CH:20][CH:21]=3)[CH2:16][CH2:15]2)[NH:13][C:12]1=[O:34])C1C=CC=CC=1.N1[C:45](=[O:46])C2(C3C=CC(=O)NC=3CC2)NC1=O.CCN(C(C)C)C(C)C.CN(C(ON1N=N[C:76]2[CH:77]=[CH:78][CH:79]=[N:80][C:75]1=2)=[N+](C)C)C.F[P-](F)(F)(F)(F)F, predict the reaction product. (2) Given the reactants Br[C:2]1[CH:3]=[N:4][C:5]([N:10]2[CH2:15][CH2:14][CH:13]([C:16]3[N:20]=[C:19]([CH:21]([CH3:23])[CH3:22])[O:18][N:17]=3)[CH2:12][CH2:11]2)=[C:6]([CH:9]=1)[C:7]#[N:8].C([O-])(=O)C.[K+].[B:29]1([B:29]2[O:33][C:32]([CH3:35])([CH3:34])[C:31]([CH3:37])([CH3:36])[O:30]2)[O:33][C:32]([CH3:35])([CH3:34])[C:31]([CH3:37])([CH3:36])[O:30]1, predict the reaction product. The product is: [CH:21]([C:19]1[O:18][N:17]=[C:16]([CH:13]2[CH2:14][CH2:15][N:10]([C:5]3[N:4]=[CH:3][C:2]([B:29]4[O:33][C:32]([CH3:35])([CH3:34])[C:31]([CH3:37])([CH3:36])[O:30]4)=[CH:9][C:6]=3[C:7]#[N:8])[CH2:11][CH2:12]2)[N:20]=1)([CH3:23])[CH3:22]. (3) Given the reactants [C:1]([N:9]1[CH2:18][CH2:17][C:12]2(OCC[O:13]2)[CH2:11][CH2:10]1)(=[O:8])[C:2]1[CH:7]=[CH:6][N:5]=[CH:4][CH:3]=1.C(=O)([O-])[O-].[Na+].[Na+], predict the reaction product. The product is: [C:1]([N:9]1[CH2:18][CH2:17][C:12](=[O:13])[CH2:11][CH2:10]1)(=[O:8])[C:2]1[CH:7]=[CH:6][N:5]=[CH:4][CH:3]=1. (4) Given the reactants [CH3:1][C:2]1[N:11]=[C:10]([C:12]2[CH:17]=[CH:16][C:15]([N:18]3[CH2:23][CH2:22][O:21][CH2:20][CH2:19]3)=[CH:14][CH:13]=2)[C:9]2[CH2:8][CH2:7][C@H:6]3[C@H:24]([CH3:31])[C:25](=[O:30])[CH:26]([C:28]#[N:29])[CH2:27][C@:5]3([C:32]3[CH:37]=[CH:36][CH:35]=[CH:34][CH:33]=3)[C:4]=2[N:3]=1.[Br:38]N1C(C)(C)C(=O)N(Br)C1=O.N1C=CC=CC=1, predict the reaction product. The product is: [Br:38][C:16]1[CH:17]=[C:12]([C:10]2[C:9]3[CH2:8][CH2:7][C@H:6]4[C@H:24]([CH3:31])[C:25](=[O:30])[C:26]([C:28]#[N:29])=[CH:27][C@:5]4([C:32]4[CH:33]=[CH:34][CH:35]=[CH:36][CH:37]=4)[C:4]=3[N:3]=[C:2]([CH3:1])[N:11]=2)[CH:13]=[CH:14][C:15]=1[N:18]1[CH2:19][CH2:20][O:21][CH2:22][CH2:23]1. (5) Given the reactants Cl[C:2]1[N:7]=[C:6]([Cl:8])[N:5]=[C:4]([NH:9][CH:10]2[CH2:15][CH2:14][CH:13]([OH:16])[CH2:12][CH2:11]2)[N:3]=1.[CH:17]1([NH2:24])[CH2:23][CH2:22][CH2:21][CH2:20][CH2:19][CH2:18]1.[OH-].[Na+].O, predict the reaction product. The product is: [OH-:16].[NH4+:3].[Cl:8][C:6]1[N:7]=[C:2]([NH:24][CH:17]2[CH2:23][CH2:22][CH2:21][CH2:20][CH2:19][CH2:18]2)[N:3]=[C:4]([NH:9][CH:10]2[CH2:15][CH2:14][CH:13]([OH:16])[CH2:12][CH2:11]2)[N:5]=1. (6) Given the reactants [NH2:1][C:2]1[CH:3]=[C:4]([CH2:10][CH:11]([O:17][CH2:18][CH2:19]C)[C:12]([O:14]CC)=[O:13])[CH:5]=[CH:6][C:7]=1[O:8][CH3:9].[Cl:21][C:22]1[CH:32]=[C:31]([Cl:33])[CH:30]=[CH:29][C:23]=1[O:24][CH2:25][C:26](O)=[O:27].[C:34](N1C=CN=C1)(N1C=CN=C1)=O.C(N(CC)CC)C, predict the reaction product. The product is: [Cl:21][C:22]1[CH:32]=[C:31]([Cl:33])[CH:30]=[CH:29][C:23]=1[O:24][CH2:25][C:26]([NH:1][C:2]1[CH:3]=[C:4]([CH2:10][CH:11]([O:17][CH:18]([CH3:19])[CH3:34])[C:12]([OH:14])=[O:13])[CH:5]=[CH:6][C:7]=1[O:8][CH3:9])=[O:27]. (7) Given the reactants [CH:1]1([CH:7]([NH:27][C:28]2[CH:36]=[CH:35][C:31]([C:32](O)=[O:33])=[CH:30][CH:29]=2)[C:8]2[CH:12]=[C:11]([C:13]3[CH:18]=[CH:17][C:16]([C:19]([F:22])([F:21])[F:20])=[CH:15][CH:14]=3)[O:10][C:9]=2[CH2:23][O:24][CH2:25][CH3:26])[CH2:6][CH2:5][CH2:4][CH2:3][CH2:2]1.Cl.NCCC(OCC)=O.[CH3:46][NH:47][CH2:48][CH2:49][C:50]([O:52]CC)=[O:51].Cl.C(N=C=NCCCN(C)C)C.O.OC1C2N=NNC=2C=CC=1, predict the reaction product. The product is: [CH:1]1([CH:7]([NH:27][C:28]2[CH:36]=[CH:35][C:31]([C:32]([N:47]([CH3:46])[CH2:48][CH2:49][C:50]([OH:52])=[O:51])=[O:33])=[CH:30][CH:29]=2)[C:8]2[CH:12]=[C:11]([C:13]3[CH:18]=[CH:17][C:16]([C:19]([F:22])([F:21])[F:20])=[CH:15][CH:14]=3)[O:10][C:9]=2[CH2:23][O:24][CH2:25][CH3:26])[CH2:2][CH2:3][CH2:4][CH2:5][CH2:6]1. (8) Given the reactants [NH2:1][C:2]1[N:7]=[C:6]([N:8]2[C:12]3[CH:13]=[C:14](Br)[CH:15]=[CH:16][C:11]=3[N:10]=[C:9]2[NH:18][CH2:19][CH2:20][O:21][CH3:22])[CH:5]=[CH:4][N:3]=1.[CH3:23][C:24]([OH:28])([C:26]#[CH:27])[CH3:25].C(N(CC)CC)C, predict the reaction product. The product is: [NH2:1][C:2]1[N:7]=[C:6]([N:8]2[C:12]3[CH:13]=[C:14]([C:27]#[C:26][C:24]([CH3:25])([OH:28])[CH3:23])[CH:15]=[CH:16][C:11]=3[N:10]=[C:9]2[NH:18][CH2:19][CH2:20][O:21][CH3:22])[CH:5]=[CH:4][N:3]=1.